This data is from Experimentally validated miRNA-target interactions with 360,000+ pairs, plus equal number of negative samples. The task is: Binary Classification. Given a miRNA mature sequence and a target amino acid sequence, predict their likelihood of interaction. (1) The miRNA is hsa-miR-548c-3p with sequence CAAAAAUCUCAAUUACUUUUGC. The protein sequence of the target gene is MAAASAGATRLLLLLLMAVAAPSRARGSGCRAGTGARGAGAEGREGEACGTVGLLLEHSFEIDDSANFRKRGSLLWNQQDGTLSLSQRQLSEEERGRLRDVAALNGLYRVRIPRRPGALDGLEAGGYVSSFVPACSLVESHLSDQLTLHVDVAGNVVGVSVVTHPGGCRGHEVEDVDLELFNTSVQLQPPTTAPGPETAAFIERLEMEQAQKAKNPQEQKSFFAKYWMYIIPVVLFLMMSGAPDTGGQGGGGGGGGGGGSGR. Result: 1 (interaction). (2) The miRNA is mmu-miR-210-3p with sequence CUGUGCGUGUGACAGCGGCUGA. The protein sequence of the target gene is MEEASEGGGNDRVRNLQSEVEGVKNIMTQNVERILARGENLEHLRNKTEDLEATSEHFKTTSQKVARKFWWKNVKMIVLICVIVFIIILFIVLFATGAFS. Result: 0 (no interaction). (3) Result: 0 (no interaction). The protein sequence of the target gene is MSHWAPEWKRAEANPRDLGASWDVRGSRGSGWSGPFGHQGPRAAGSREPPLCFKIKNNMVGVVIGYSGSKIKDLQHSTNTKIQIINGESEAKVRIFGNREMKAKAKAAIETLIRKQESYNSESSVDNAASQTPIGRNLGRNDIVGEAEPLSNWDRIRAAVVECEKRKWADLPPVKKNFYIESKATSCMSEMQVINWRKENFNITCDDLKSGEKRLIPKPTCRFKDAFQQYPDLLKSIIRVGIVKPTPIQSQAWPIILQGIDLIVVAQTGTGKTLSYLMPGFIHLDSQPISREQRNGPGML.... The miRNA is mmu-miR-1198-3p with sequence AAGCUAGCCUCUAACUCAUGGC. (4) The miRNA is hsa-miR-6869-3p with sequence CGCCGCGCGCAUCGGCUCAGC. The protein sequence of the target gene is MPAKGRYFLNEGEEGPDQDALYEKYQLTSQHGPLLLTLLLVAATACVALIIIAFSQGDPSRHQAILGMAFLVLAVFAALSVLMYVECLLRRWLRALALLTWACLVALGYVLVFDAWTKAACAWEQVPFFLFIVFVVYTLLPFSMRGAVAVGAVSTASHLLVLGSLMGGFTTPSVRVGLQLLANAVIFLCGNLTGAFHKHQMQDASRDLFTYTVKCIQIRRKLRIEKRQQENLLLSVLPAHISMGMKLAIIERLKEHGDRRCMPDNNFHSLYVKRHQNVSILYADIVGFTQLASDCSPKEL.... Result: 0 (no interaction). (5) The miRNA is hsa-miR-19a-3p with sequence UGUGCAAAUCUAUGCAAAACUGA. The protein sequence of the target gene is MSIFCLAAYFWLTMVGGVMADNPERYSANLSSHMEDFTPFPGTEINFLGTTHRPPNLALPSNGSMHGYCPQQTKITTAFKYINTVISCTIFIVGMVGNATLLRIIYQNKCMRNGPNALIASLALGDLIYVVIDLPINVFKLLAGRWPFDHNDFGVFLCKLFPFLQKSSVGITVLNLCALSVDRYRAVASWSRVQGIGIPLITAIEIVSIWILSFILAIPEAIGFVMVPFEYKGELHRTCMLNATSKFMEFYQDVKDWWLFGFYFCMPLVCTAIFYTLMTCEMLNRRNGSLRIALSEHLKQ.... Result: 0 (no interaction). (6) The miRNA is mmu-miR-5134-5p with sequence UUGGCAGAAAGGGCAGCUGUG. The protein sequence of the target gene is MSSGGRFNFDDGGSYCGGWEDGKAHGHGVCTGPKGQGEYTGSWSHGFEVLGVYTWPSGNTYQGTWAQGKRHGIGLESKGKWVYKGEWTHGFKGRYGVRECAGNGAKYEGTWSNGLQDGYGTETYSDGGTYQGQWVGGMRQGYGVRQSVPYGMAAVIRSPLRTSINSLRSEHTNGTALHPDASPAVAGSPAVSRGGFVLVAHSDSEILKSKKKGLFRRSLLSGLKLRKSESKSSLASQRSKQSSFRSEAGMSTVSSTASDIHSTISLGEAEAELAVIEDDIDATTTETYVGEWKNDKRSGF.... Result: 0 (no interaction). (7) The miRNA is hsa-miR-29a-3p with sequence UAGCACCAUCUGAAAUCGGUUA. The protein sequence of the target gene is MDDSDPPTYSLQIEPQDGCHPGDSVERRVTRLPSVSDENENQLAGDGPAGLTTSEGAMGRATVSEQDSLNNNESFPSSCEAAPTENAENTPSEGPKDDPPSLGQDQKLPAKRSPRAKKSSPKSAPPGDAVPVMQTQNATSQAAGEEEAAGVNANDPPKAPALQPLFSLIRGEVAQMDSRALPLFLHQVAETYFQEEDYEKAMKFIQLERLYHEQLLANLSAIQEQWETKWKAVQPRTVTPLRNSEKGFNGEDFEQLAKICTTHQDPLLSKLKTAPVEPSPERKSLARAIMSEEAVGTEAA.... Result: 0 (no interaction).